This data is from Peptide-MHC class I binding affinity with 185,985 pairs from IEDB/IMGT. The task is: Regression. Given a peptide amino acid sequence and an MHC pseudo amino acid sequence, predict their binding affinity value. This is MHC class I binding data. (1) The peptide sequence is GTDSGFAAY. The MHC is HLA-A26:01 with pseudo-sequence HLA-A26:01. The binding affinity (normalized) is 0.151. (2) The peptide sequence is FPFKYAAAF. The MHC is HLA-A68:01 with pseudo-sequence HLA-A68:01. The binding affinity (normalized) is 0.373.